Dataset: Catalyst prediction with 721,799 reactions and 888 catalyst types from USPTO. Task: Predict which catalyst facilitates the given reaction. (1) Reactant: Cl[C:2]1[CH:9]=[CH:8][C:5]([C:6]#[N:7])=[CH:4][C:3]=1[N+:10]([O-:12])=[O:11].[CH2:13]([NH2:16])[CH2:14][CH3:15]. Product: [CH2:13]([NH:16][C:2]1[CH:9]=[CH:8][C:5]([C:6]#[N:7])=[CH:4][C:3]=1[N+:10]([O-:12])=[O:11])[CH2:14][CH3:15]. The catalyst class is: 32. (2) Reactant: I[C:2]12[CH2:6][C:4]([CH3:7])([CH2:5]1)[CH2:3]2.C([Li])(C)(C)C.[C:13](=[O:15])=[O:14]. Product: [CH3:7][C:4]12[CH2:6][C:2]([C:13]([OH:15])=[O:14])([CH2:5]1)[CH2:3]2. The catalyst class is: 27. (3) Reactant: [Br:1][C:2]1[CH:3]=[C:4]([CH:13]=[CH:14][CH:15]=1)[NH:5][C:6]([O:8][C:9]([CH3:12])([CH3:11])[CH3:10])=[O:7].[H-].[Na+].[CH2:18](I)[CH3:19]. Product: [Br:1][C:2]1[CH:3]=[C:4]([CH:13]=[CH:14][CH:15]=1)[N:5]([C:6]([O:8][C:9]([CH3:11])([CH3:12])[CH3:10])=[O:7])[CH2:18][CH3:19]. The catalyst class is: 3. (4) Reactant: [S:1]1[C:5]2[CH:6]=[CH:7][CH:8]=[CH:9][C:4]=2[CH:3]=[C:2]1[C:10]([NH:12][C@H:13]([C:18]([NH:20][CH2:21][CH:22]1[CH2:27][CH2:26][CH2:25][N:24](C(OC(C)(C)C)=O)[CH2:23]1)=[O:19])[CH2:14][CH:15]([CH3:17])[CH3:16])=[O:11].Cl. Product: [CH3:16][CH:15]([CH3:17])[CH2:14][C@H:13]([NH:12][C:10]([C:2]1[S:1][C:5]2[CH:6]=[CH:7][CH:8]=[CH:9][C:4]=2[CH:3]=1)=[O:11])[C:18]([NH:20][CH2:21][CH:22]1[CH2:27][CH2:26][CH2:25][NH:24][CH2:23]1)=[O:19]. The catalyst class is: 71. (5) Reactant: [C:1]([C:3]1[CH:4]=[C:5]([NH:9]/[C:10](=[C:17]2\[C:18](=[O:26])[NH:19][C:20]3[C:25]\2=[CH:24][CH:23]=[CH:22][CH:21]=3)/[C:11]2[CH:16]=[CH:15][CH:14]=[CH:13][CH:12]=2)[CH:6]=[CH:7][CH:8]=1)#[N:2].Cl.[CH3:28][NH2:29]. Product: [CH3:28][NH:29][C:1]([C:3]1[CH:4]=[C:5]([NH:9]/[C:10](=[C:17]2\[C:18](=[O:26])[NH:19][C:20]3[C:25]\2=[CH:24][CH:23]=[CH:22][CH:21]=3)/[C:11]2[CH:16]=[CH:15][CH:14]=[CH:13][CH:12]=2)[CH:6]=[CH:7][CH:8]=1)=[NH:2]. The catalyst class is: 5. (6) Reactant: [CH2:1]([O:4][C:5]1[CH:10]=[CH:9][C:8]([CH2:11][C@H:12]([NH:16][C:17]([O:19][C:20]([CH3:23])([CH3:22])[CH3:21])=[O:18])[C:13]([OH:15])=O)=[CH:7][CH:6]=1)[CH:2]=[CH2:3].C1N=CN(C(N2C=NC=C2)=O)C=1.[CH:36]1([S:39]([NH2:42])(=[O:41])=[O:40])[CH2:38][CH2:37]1.C1CCN2C(=NCCC2)CC1. Product: [C:20]([O:19][C:17](=[O:18])[NH:16][C@@H:12]([CH2:11][C:8]1[CH:7]=[CH:6][C:5]([O:4][CH2:1][C:2]#[CH:3])=[CH:10][CH:9]=1)[C:13]([NH:42][S:39]([CH:36]1[CH2:38][CH2:37]1)(=[O:41])=[O:40])=[O:15])([CH3:23])([CH3:22])[CH3:21]. The catalyst class is: 76.